Dataset: Full USPTO retrosynthesis dataset with 1.9M reactions from patents (1976-2016). Task: Predict the reactants needed to synthesize the given product. (1) Given the product [C:30]1([N:29]([C:9]2[C:10]3[C:50](=[CH:51][CH:52]=[CH:53][CH:54]=3)[CH:49]=[CH:55][CH:8]=2)[C:28]2[CH:36]=[CH:37][C:25]([C:22]3[CH:23]=[CH:24][C:19]([N:18]([C:12]4[CH:17]=[CH:16][CH:15]=[CH:14][CH:13]=4)[C:39]4[C:48]5[C:43](=[CH:44][CH:45]=[CH:46][CH:47]=5)[CH:42]=[CH:41][CH:40]=4)=[CH:20][CH:21]=3)=[CH:26][CH:27]=2)[CH:31]=[CH:32][CH:33]=[CH:34][CH:35]=1, predict the reactants needed to synthesize it. The reactants are: CC(C)([O-])C.[Na+].I[CH2:8][CH2:9][CH3:10].Cl.[C:12]1([NH:18][C:19]2[CH:24]=[CH:23][C:22]([C:25]3[CH:37]=[CH:36][C:28]([NH:29][C:30]4[CH:35]=[CH:34][CH:33]=[CH:32][CH:31]=4)=[CH:27][CH:26]=3)=[CH:21][CH:20]=2)[CH:17]=[CH:16][CH:15]=[CH:14][CH:13]=1.Br[C:39]1[C:48]2[C:43](=[CH:44][CH:45]=[CH:46][CH:47]=2)[CH:42]=[CH:41][CH:40]=1.[C:49]1([CH3:55])[CH:54]=[CH:53][CH:52]=[CH:51][CH:50]=1. (2) Given the product [S:29]([C:26]1[CH:27]=[CH:28][C:23]([CH3:33])=[CH:24][CH:25]=1)([O:5][CH2:4][CH2:3][CH:2]([CH3:1])[CH2:6][CH2:7][CH2:8][CH:9]([CH3:16])[CH2:10][CH2:11][CH2:12][CH:13]([CH3:15])[CH3:14])(=[O:31])=[O:30], predict the reactants needed to synthesize it. The reactants are: [CH3:1][CH:2]([CH2:6][CH2:7][CH2:8][CH:9]([CH3:16])[CH2:10][CH2:11][CH2:12][CH:13]([CH3:15])[CH3:14])[CH2:3][CH2:4][OH:5].N1C=CC=CC=1.[C:23]1([CH3:33])[CH:28]=[CH:27][C:26]([S:29](Cl)(=[O:31])=[O:30])=[CH:25][CH:24]=1. (3) Given the product [NH2:1][C:2]1[C:10]([CH3:11])=[CH:9][C:8]([Br:12])=[CH:7][C:3]=1[C:4]([O:6][CH3:13])=[O:5], predict the reactants needed to synthesize it. The reactants are: [NH2:1][C:2]1[C:10]([CH3:11])=[CH:9][C:8]([Br:12])=[CH:7][C:3]=1[C:4]([OH:6])=[O:5].[C:13]([O-])([O-])=O.[Cs+].[Cs+].IC. (4) Given the product [C:1]([C:3]1[CH:8]=[CH:7][CH:6]=[CH:5][C:4]=1[S:9]([N:12]([CH2:32][CH3:33])[CH2:13][CH2:14][CH2:15][NH:16][C:17]([C@@H:18]([NH:19][C:20]([C:42]1[S:41][C:45]2[CH:46]=[CH:47][CH:48]=[CH:49][C:44]=2[CH:43]=1)=[O:21])[CH2:27][CH:28]([CH3:29])[CH3:30])=[O:31])(=[O:10])=[O:11])#[N:2], predict the reactants needed to synthesize it. The reactants are: [C:1]([C:3]1[CH:8]=[CH:7][CH:6]=[CH:5][C:4]=1[S:9]([N:12]([CH2:32][CH3:33])[CH2:13][CH2:14][CH2:15][NH:16][C:17](=[O:31])[C@H:18]([CH2:27][CH:28]([CH3:30])[CH3:29])[NH:19][C:20](OC(C)(C)C)=[O:21])(=[O:11])=[O:10])#[N:2].Cl.O1CCOCC1.[S:41]1[C:45]2[CH:46]=[CH:47][CH:48]=[CH:49][C:44]=2[CH:43]=[C:42]1C(O)=O.C1C=CC2N(O)N=NC=2C=1.CCN=C=NCCCN(C)C.Cl.C(N(CC)CC)C. (5) Given the product [OH:39][C:35]1([CH3:34])[CH2:38][N:37]([C:2]2[CH:3]=[CH:4][C:5]([N:8]3[CH:12]=[CH:11][C:10]([CH:13]([C:15]4[CH:32]=[CH:31][C:18]5[N:19]([CH2:23][O:24][CH2:25][CH2:26][Si:27]([CH3:30])([CH3:29])[CH3:28])[C:20](=[O:22])[S:21][C:17]=5[CH:16]=4)[CH3:14])=[N:9]3)=[N:6][CH:7]=2)[CH2:36]1, predict the reactants needed to synthesize it. The reactants are: I[C:2]1[CH:3]=[CH:4][C:5]([N:8]2[CH:12]=[CH:11][C:10]([CH:13]([C:15]3[CH:32]=[CH:31][C:18]4[N:19]([CH2:23][O:24][CH2:25][CH2:26][Si:27]([CH3:30])([CH3:29])[CH3:28])[C:20](=[O:22])[S:21][C:17]=4[CH:16]=3)[CH3:14])=[N:9]2)=[N:6][CH:7]=1.Cl.[CH3:34][C:35]1([OH:39])[CH2:38][NH:37][CH2:36]1.C(=O)([O-])[O-].[Cs+].[Cs+].C1C=C2C=CC(O)=C(C3C4C(=CC=CC=4)C=CC=3O)C2=CC=1. (6) Given the product [OH:15][C:8]1([CH2:32][C:31](=[O:33])[C:27]2[S:26][CH:30]=[CH:29][CH:28]=2)[C:9]2[C:10](=[N:11][CH:12]=[CH:13][CH:14]=2)[N:6]([CH2:1][CH2:2][CH2:3][CH2:4][CH3:5])[C:7]1=[O:16], predict the reactants needed to synthesize it. The reactants are: [CH2:1]([N:6]1[C:10]2=[N:11][CH:12]=[CH:13][CH:14]=[C:9]2[C:8](=[O:15])[C:7]1=[O:16])[CH2:2][CH2:3][CH2:4][CH3:5].C(N(C(C)C)CC)(C)C.[S:26]1[CH:30]=[CH:29][CH:28]=[C:27]1[C:31](=[O:33])[CH3:32]. (7) Given the product [C:1]([C:3]1[CH:4]=[C:5]([C:12]2[O:14][N:49]=[C:50]([C:51]3[CH:68]=[CH:67][C:54]4[CH2:55][CH2:56][N:57]([C:60]([O:62][C:63]([CH3:64])([CH3:65])[CH3:66])=[O:61])[CH2:58][CH2:59][C:53]=4[CH:52]=3)[N:69]=2)[CH:6]=[N:7][C:8]=1[O:9][CH2:10][CH3:11])#[N:2], predict the reactants needed to synthesize it. The reactants are: [C:1]([C:3]1[CH:4]=[C:5]([C:12]([OH:14])=O)[CH:6]=[N:7][C:8]=1[O:9][CH2:10][CH3:11])#[N:2].CN(C(ON1N=NC2C=CC=NC1=2)=[N+](C)C)C.F[P-](F)(F)(F)(F)F.CCN(C(C)C)C(C)C.O[NH:49][C:50](=[NH:69])[C:51]1[CH:68]=[CH:67][C:54]2[CH2:55][CH2:56][N:57]([C:60]([O:62][C:63]([CH3:66])([CH3:65])[CH3:64])=[O:61])[CH2:58][CH2:59][C:53]=2[CH:52]=1. (8) Given the product [CH2:1]([O:8][C:9]([N:11]1[CH2:15][C@H:14]([Cl:28])[C@H:13]2[O:21][CH2:22][C:23]([O:26][CH3:27])([O:24][CH3:25])[C@@H:12]12)=[O:10])[C:2]1[CH:7]=[CH:6][CH:5]=[CH:4][CH:3]=1, predict the reactants needed to synthesize it. The reactants are: [CH2:1]([O:8][C:9]([N:11]1[CH2:15][C@@H:14](OS(C)(=O)=O)[C@H:13]2[O:21][CH2:22][C:23]([O:26][CH3:27])([O:24][CH3:25])[C@@H:12]12)=[O:10])[C:2]1[CH:7]=[CH:6][CH:5]=[CH:4][CH:3]=1.[Cl-:28].[Li+]. (9) Given the product [C:16]1([C:22]([C:26]2[CH:27]=[CH:28][CH:29]=[CH:30][CH:31]=2)=[CH:23][CH2:24][N:5]2[CH2:6][CH2:7][N:2]([C:8]3[CH:9]=[CH:10][C:11]([C:12]#[N:13])=[CH:14][CH:15]=3)[CH2:3][CH2:4]2)[CH:21]=[CH:20][CH:19]=[CH:18][CH:17]=1, predict the reactants needed to synthesize it. The reactants are: Cl.[N:2]1([C:8]2[CH:15]=[CH:14][C:11]([C:12]#[N:13])=[CH:10][CH:9]=2)[CH2:7][CH2:6][NH:5][CH2:4][CH2:3]1.[C:16]1([C:22]([C:26]2[CH:31]=[CH:30][CH:29]=[CH:28][CH:27]=2)=[CH:23][CH:24]=O)[CH:21]=[CH:20][CH:19]=[CH:18][CH:17]=1.C(N(C(C)C)CC)(C)C.C([BH3-])#N.